Dataset: Reaction yield outcomes from USPTO patents with 853,638 reactions. Task: Predict the reaction yield, written as a fraction of the theoretical maximum amount of product (1.0 means a 100% yield; for example, 0.34 means a 34% yield). (1) The reactants are [OH:1]OS([O-])=O.[K+].[F:7][C:8]1[CH:13]=[CH:12][C:11]([C:14]2[O:40][C:17]3=[N:18][CH:19]=[C:20]([C:22]4[CH:23]=[C:24]([CH:37]=[CH:38][CH:39]=4)[C:25]([NH:27][C:28]([C:31]4[CH:36]=[CH:35][CH:34]=[CH:33][CH:32]=4)([CH3:30])[CH3:29])=[O:26])[CH:21]=[C:16]3[C:15]=2[CH:41]=[O:42])=[CH:10][CH:9]=1. The catalyst is CN(C=O)C.CCOC(C)=O. The product is [F:7][C:8]1[CH:13]=[CH:12][C:11]([C:14]2[O:40][C:17]3=[N:18][CH:19]=[C:20]([C:22]4[CH:39]=[CH:38][CH:37]=[C:24]([C:25](=[O:26])[NH:27][C:28]([C:31]5[CH:36]=[CH:35][CH:34]=[CH:33][CH:32]=5)([CH3:30])[CH3:29])[CH:23]=4)[CH:21]=[C:16]3[C:15]=2[C:41]([OH:1])=[O:42])=[CH:10][CH:9]=1. The yield is 0.340. (2) The reactants are Cl[C:2]1[C:7]([NH2:8])=[C:6]([Cl:9])[N:5]=[C:4]([NH2:10])[N:3]=1.Cl.[N+:12]([C:15]1[CH:16]=[C:17]([CH:20]=[CH:21][CH:22]=1)[CH2:18][NH2:19])([O-:14])=[O:13].C(N(CC)CC)C. The catalyst is CCCCO. The product is [Cl:9][C:6]1[N:5]=[C:4]([NH2:10])[N:3]=[C:2]([NH:19][CH2:18][C:17]2[CH:20]=[CH:21][CH:22]=[C:15]([N+:12]([O-:14])=[O:13])[CH:16]=2)[C:7]=1[NH2:8]. The yield is 0.760.